From a dataset of Reaction yield outcomes from USPTO patents with 853,638 reactions. Predict the reaction yield, written as a fraction of the theoretical maximum amount of product (1.0 means a 100% yield; for example, 0.34 means a 34% yield). (1) The reactants are [OH:1][C:2]([C:23]1[CH:28]=[CH:27][C:26]([O:29]C)=[CH:25][CH:24]=1)([CH3:22])[C:3]([N:5]([C:14]1[CH:19]=[CH:18][C:17]([O:20]C)=[CH:16][CH:15]=1)[C:6]1[CH:11]=[CH:10][C:9]([O:12]C)=[CH:8][CH:7]=1)=[O:4].B(Br)(Br)Br. The catalyst is C(Cl)Cl. The product is [OH:1][C:2]([C:23]1[CH:24]=[CH:25][C:26]([OH:29])=[CH:27][CH:28]=1)([CH3:22])[C:3]([N:5]([C:14]1[CH:19]=[CH:18][C:17]([OH:20])=[CH:16][CH:15]=1)[C:6]1[CH:11]=[CH:10][C:9]([OH:12])=[CH:8][CH:7]=1)=[O:4]. The yield is 0.778. (2) The reactants are O[CH:2]1[C:11]2[N:10]=[CH:9][CH:8]=[C:7]([O:12][CH3:13])[C:6]=2[CH2:5][CH2:4][CH2:3]1.[NH2:14]C1C2N=CC=CC=2CCC1. No catalyst specified. The product is [NH2:14][CH:2]1[C:11]2[N:10]=[CH:9][CH:8]=[C:7]([O:12][CH3:13])[C:6]=2[CH2:5][CH2:4][CH2:3]1. The yield is 0.680. (3) The reactants are [S:1]1C2=CN=CC=C2C(C2OC3=CN=CC=C3C=2)=C1.[I:19][C:20]1[CH:25]=[N:24][C:23]([NH2:26])=[C:22]2[O:27][C:28]([C:30]3[CH:39]=CC=[C:36]4[C:31]=3[CH:32]=[CH:33][N:34]=[CH:35]4)=[CH:29][C:21]=12. The yield is 0.770. The product is [I:19][C:20]1[CH:25]=[N:24][C:23]([NH2:26])=[C:22]2[O:27][C:28]([C:30]3[C:31]4[C:36](=[CH:35][N:34]=[CH:33][CH:32]=4)[S:1][CH:39]=3)=[CH:29][C:21]=12. No catalyst specified. (4) The reactants are [N+:1]([CH2:4][CH2:5][C:6]1[CH:18]=[CH:17][C:9]([O:10][C:11]2[CH:12]=[N:13][CH:14]=[CH:15][CH:16]=2)=[CH:8][CH:7]=1)([O-:3])=O.C[O-].[Li+].C(=O)(O)[O-].[Na+].[C:27]([C:29]1[C:30]([NH2:35])=[N:31][CH:32]=[CH:33][CH:34]=1)#[CH:28].C(N(CC)CC)C. The catalyst is [Ti](Cl)(Cl)(Cl)Cl.O.O1CCCC1.C(OCC)(=O)C.CO. The product is [N:13]1[CH:14]=[CH:15][CH:16]=[C:11]([O:10][C:9]2[CH:17]=[CH:18][C:6]([CH2:5][C:4]3[CH:28]=[C:27]([C:29]4[C:30]([NH2:35])=[N:31][CH:32]=[CH:33][CH:34]=4)[O:3][N:1]=3)=[CH:7][CH:8]=2)[CH:12]=1. The yield is 0.100. (5) The reactants are [NH:1]1[C:5]2[CH:6]=[CH:7][C:8]([C:10]([OH:12])=O)=[CH:9][C:4]=2[N:3]=[CH:2]1.[CH2:13]1[C@@H:22]2[C@H:17]([CH2:18][CH2:19][C:20]3[CH:26]=[CH:25][C:24]([C:27]#[N:28])=[CH:23][C:21]=32)[NH:16][CH2:15][CH2:14]1. No catalyst specified. The product is [NH:1]1[C:5]2[CH:6]=[CH:7][C:8]([C:10]([N:16]3[C@@H:17]4[C@H:22]([C:21]5[CH:23]=[C:24]([C:27]#[N:28])[CH:25]=[CH:26][C:20]=5[CH2:19][CH2:18]4)[CH2:13][CH2:14][CH2:15]3)=[O:12])=[CH:9][C:4]=2[N:3]=[CH:2]1. The yield is 0.180. (6) The catalyst is C1C=CC(/C=C/C(/C=C/C2C=CC=CC=2)=O)=CC=1.C1C=CC(/C=C/C(/C=C/C2C=CC=CC=2)=O)=CC=1.C1C=CC(/C=C/C(/C=C/C2C=CC=CC=2)=O)=CC=1.[Pd].[Pd].O1CCOCC1. The product is [CH2:36]1[C:41]2=[CH:42][C:43]3[CH2:44][CH2:45][CH2:46][CH2:47][C:48]=3[N:40]2[CH2:39][CH2:38][N:37]1[C:2]1[N:9]=[CH:8][CH:7]=[C:6]([C:10]2[CH:15]=[C:14]([NH:16][C:17]3[CH:22]=[CH:21][C:20]([N:23]4[CH2:28][CH2:27][N:26]([CH:29]5[CH2:32][O:31][CH2:30]5)[CH2:25][C@@H:24]4[CH3:33])=[CH:19][N:18]=3)[C:13](=[O:34])[N:12]([CH3:35])[CH:11]=2)[C:3]=1[CH:4]=[O:5]. The reactants are Cl[C:2]1[N:9]=[CH:8][CH:7]=[C:6]([C:10]2[CH:15]=[C:14]([NH:16][C:17]3[CH:22]=[CH:21][C:20]([N:23]4[CH2:28][CH2:27][N:26]([CH:29]5[CH2:32][O:31][CH2:30]5)[CH2:25][C@@H:24]4[CH3:33])=[CH:19][N:18]=3)[C:13](=[O:34])[N:12]([CH3:35])[CH:11]=2)[C:3]=1[CH:4]=[O:5].[CH2:36]1[C:41]2=[CH:42][C:43]3[CH2:44][CH2:45][CH2:46][CH2:47][C:48]=3[N:40]2[CH2:39][CH2:38][NH:37]1.CC(C1C=C(C(C)C)C(C2C=CC=CC=2P(C2CCCCC2)C2CCCCC2)=C(C(C)C)C=1)C.C([O-])([O-])=O.[Cs+].[Cs+]. The yield is 0.260.